Dataset: NCI-60 drug combinations with 297,098 pairs across 59 cell lines. Task: Regression. Given two drug SMILES strings and cell line genomic features, predict the synergy score measuring deviation from expected non-interaction effect. Drug 1: CC1CCCC2(C(O2)CC(NC(=O)CC(C(C(=O)C(C1O)C)(C)C)O)C(=CC3=CSC(=N3)C)C)C. Drug 2: CC1C(C(CC(O1)OC2CC(CC3=C2C(=C4C(=C3O)C(=O)C5=CC=CC=C5C4=O)O)(C(=O)C)O)N)O. Cell line: HOP-62. Synergy scores: CSS=39.7, Synergy_ZIP=0.543, Synergy_Bliss=-1.43, Synergy_Loewe=-2.38, Synergy_HSA=-2.16.